Dataset: Full USPTO retrosynthesis dataset with 1.9M reactions from patents (1976-2016). Task: Predict the reactants needed to synthesize the given product. Given the product [OH:36][C:23]1[C:22](=[O:37])[N:11]([C:12]2[N:13]=[N:14][C:15]([CH3:18])=[CH:16][CH:17]=2)[CH:7]([C:6]2[CH:9]=[CH:10][C:3]([C:1]#[N:2])=[CH:4][CH:5]=2)[C:24]=1[C:25](=[O:26])[C:27]1[CH:28]=[CH:29][C:30]([CH:33]([CH3:34])[CH3:35])=[CH:31][CH:32]=1, predict the reactants needed to synthesize it. The reactants are: [C:1]([C:3]1[CH:10]=[CH:9][C:6]([CH:7]=O)=[CH:5][CH:4]=1)#[N:2].[NH2:11][C:12]1[N:13]=[N:14][C:15]([CH3:18])=[CH:16][CH:17]=1.C(O[C:22](=[O:37])[C:23]([OH:36])=[CH:24][C:25]([C:27]1[CH:32]=[CH:31][C:30]([CH:33]([CH3:35])[CH3:34])=[CH:29][CH:28]=1)=[O:26])C.